This data is from Catalyst prediction with 721,799 reactions and 888 catalyst types from USPTO. The task is: Predict which catalyst facilitates the given reaction. (1) The catalyst class is: 47. Product: [S:22]([N:25]1[CH2:7][CH:6]1[C:5]1[CH:8]=[CH:9][CH:10]=[C:3]([C:2]([F:11])([F:12])[F:1])[CH:4]=1)([C:19]1[CH:20]=[CH:21][C:16]([CH3:15])=[CH:17][CH:18]=1)(=[O:24])=[O:23]. Reactant: [F:1][C:2]([F:12])([F:11])[C:3]1[CH:4]=[C:5]([CH:8]=[CH:9][CH:10]=1)[CH:6]=[CH2:7].II.[CH3:15][C:16]1[CH:17]=[CH:18][C:19]([S:22]([NH:25]Cl)(=[O:24])=[O:23])=[CH:20][CH:21]=1. (2) Reactant: [CH3:1][CH:2]([CH3:21])[CH:3]([C:15]1[CH:20]=[CH:19][CH:18]=[CH:17][CH:16]=1)[C:4]([NH:6][C@@H:7]1[C@@H:14]2[C@@H:10]([CH2:11][NH:12][CH2:13]2)[CH2:9][CH2:8]1)=[O:5].C(N(CC)CC)C.[C:29](Cl)(=[O:36])[C:30]1[CH:35]=[CH:34][CH:33]=[CH:32][CH:31]=1. Product: [C:29]([N:12]1[CH2:13][C@@H:14]2[C@@H:7]([NH:6][C:4](=[O:5])[CH:3]([C:15]3[CH:16]=[CH:17][CH:18]=[CH:19][CH:20]=3)[CH:2]([CH3:21])[CH3:1])[CH2:8][CH2:9][C@@H:10]2[CH2:11]1)(=[O:36])[C:30]1[CH:35]=[CH:34][CH:33]=[CH:32][CH:31]=1. The catalyst class is: 4. (3) Reactant: [OH:1][CH2:2][CH2:3][N:4]1[C:12]2[C:7](=[C:8]([CH2:13][CH2:14][C:15]3[CH:20]=[CH:19][C:18]([OH:21])=[CH:17][CH:16]=3)[CH:9]=[CH:10][CH:11]=2)[C:6]([O:22][C@@H:23]2[O:49][C@H:48]([CH2:50][O:51]C(=O)C(C)(C)C)[C@@H:40]([O:41]C(=O)C(C)(C)C)[C@H:32]([O:33]C(=O)C(C)(C)C)[C@H:24]2[O:25]C(=O)C(C)(C)C)=[N:5]1.O.O.[OH-].[Li+]. Product: [C@@H:23]1([O:22][C:6]2[C:7]3[C:12](=[CH:11][CH:10]=[CH:9][C:8]=3[CH2:13][CH2:14][C:15]3[CH:16]=[CH:17][C:18]([OH:21])=[CH:19][CH:20]=3)[N:4]([CH2:3][CH2:2][OH:1])[N:5]=2)[O:49][C@H:48]([CH2:50][OH:51])[C@@H:40]([OH:41])[C@H:32]([OH:33])[C@H:24]1[OH:25]. The catalyst class is: 5. (4) Reactant: [CH3:1][C:2]1[C:12]([N+:13]([O-:15])=[O:14])=[CH:11][CH:10]=[CH:9][C:3]=1[C:4]([O:6][CH2:7][CH3:8])=[O:5].[Br:16]N1C(=O)CCC1=O.C(OOC(=O)C1C=CC=CC=1)(=O)C1C=CC=CC=1. Product: [Br:16][CH2:1][C:2]1[C:12]([N+:13]([O-:15])=[O:14])=[CH:11][CH:10]=[CH:9][C:3]=1[C:4]([O:6][CH2:7][CH3:8])=[O:5]. The catalyst class is: 53. (5) Product: [C:10]([O:14][C:15](=[O:16])[NH:2][CH:3]1[CH2:8][CH2:7][CH:6]([OH:9])[CH2:5][CH2:4]1)([CH3:13])([CH3:12])[CH3:11]. The catalyst class is: 12. Reactant: Cl.[NH2:2][C@H:3]1[CH2:8][CH2:7][C@H:6]([OH:9])[CH2:5][CH2:4]1.[C:10]([O:14][C:15](O[C:15]([O:14][C:10]([CH3:13])([CH3:12])[CH3:11])=[O:16])=[O:16])([CH3:13])([CH3:12])[CH3:11].[OH-].[Na+].O. (6) Reactant: [CH3:1][O:2][C:3]1[CH:28]=[C:27]([CH2:29][O:30][C:31]2[C:35](/[CH:36]=[CH:37]/[C:38]3[N:39]=[C:40]([CH3:43])[S:41][CH:42]=3)=[CH:34][N:33]([C:44]3[CH:49]=[CH:48][CH:47]=[CH:46][CH:45]=3)[N:32]=2)[CH:26]=[CH:25][C:4]=1[O:5][CH2:6][C:7]1[N:8]=[C:9]([C:13]2[CH:18]=[CH:17][C:16]([CH2:19][C:20]([O:22]CC)=[O:21])=[CH:15][CH:14]=2)[O:10][C:11]=1[CH3:12].O1CCCC1.[OH-].[Na+].Cl. Product: [CH3:1][O:2][C:3]1[CH:28]=[C:27]([CH2:29][O:30][C:31]2[C:35](/[CH:36]=[CH:37]/[C:38]3[N:39]=[C:40]([CH3:43])[S:41][CH:42]=3)=[CH:34][N:33]([C:44]3[CH:45]=[CH:46][CH:47]=[CH:48][CH:49]=3)[N:32]=2)[CH:26]=[CH:25][C:4]=1[O:5][CH2:6][C:7]1[N:8]=[C:9]([C:13]2[CH:18]=[CH:17][C:16]([CH2:19][C:20]([OH:22])=[O:21])=[CH:15][CH:14]=2)[O:10][C:11]=1[CH3:12]. The catalyst class is: 97. (7) The catalyst class is: 378. Reactant: [OH-].[Na+].[Cl:3][C:4]1[C:9]([C:10]2[N:14]=[C:13]([C:15]3[CH:20]=[CH:19][C:18]([O:21][CH:22]([CH3:24])[CH3:23])=[C:17]([C:25]#[N:26])[CH:16]=3)[O:12][N:11]=2)=[CH:8][CH:7]=[CH:6][C:5]=1[CH2:27][CH2:28][CH2:29][CH2:30][CH2:31][C:32]([O:34]CC)=[O:33].Cl. Product: [Cl:3][C:4]1[C:9]([C:10]2[N:14]=[C:13]([C:15]3[CH:20]=[CH:19][C:18]([O:21][CH:22]([CH3:24])[CH3:23])=[C:17]([C:25]#[N:26])[CH:16]=3)[O:12][N:11]=2)=[CH:8][CH:7]=[CH:6][C:5]=1[CH2:27][CH2:28][CH2:29][CH2:30][CH2:31][C:32]([OH:34])=[O:33].